This data is from Full USPTO retrosynthesis dataset with 1.9M reactions from patents (1976-2016). The task is: Predict the reactants needed to synthesize the given product. (1) The reactants are: Br[CH2:2][CH2:3][N:4]([CH2:9][CH2:10][O:11][C:12]1[CH:17]=[CH:16][C:15]([C:18]#[N:19])=[CH:14][CH:13]=1)[S:5]([CH3:8])(=[O:7])=[O:6].C(=O)([O-])[O-].[K+].[K+].[C:26]([O:30][C:31]([N:33]1[CH2:40][CH:39]2[O:41][CH:35]([CH2:36][NH:37][CH2:38]2)[CH2:34]1)=[O:32])([CH3:29])([CH3:28])[CH3:27]. Given the product [C:26]([O:30][C:31]([N:33]1[CH2:34][CH:35]2[O:41][CH:39]([CH2:38][N:37]([CH2:2][CH2:3][N:4]([CH2:9][CH2:10][O:11][C:12]3[CH:17]=[CH:16][C:15]([C:18]#[N:19])=[CH:14][CH:13]=3)[S:5]([CH3:8])(=[O:7])=[O:6])[CH2:36]2)[CH2:40]1)=[O:32])([CH3:29])([CH3:27])[CH3:28], predict the reactants needed to synthesize it. (2) Given the product [F:23][CH:22]([F:24])[CH2:21][O:20][C:17]1[CH:18]=[CH:19][C:14]([CH:12]([N:9]2[C:10](=[O:11])[C:6]3[CH:5]=[CH:4][N:3]=[C:2]([C:26]([O:28][C:29]4[CH:34]=[CH:33][CH:32]=[CH:31][CH:30]=4)=[O:27])[C:7]=3[CH2:8]2)[CH3:13])=[CH:15][C:16]=1[CH3:25], predict the reactants needed to synthesize it. The reactants are: Cl[C:2]1[C:7]2[CH2:8][N:9]([CH:12]([C:14]3[CH:19]=[CH:18][C:17]([O:20][CH2:21][CH:22]([F:24])[F:23])=[C:16]([CH3:25])[CH:15]=3)[CH3:13])[C:10](=[O:11])[C:6]=2[CH:5]=[CH:4][N:3]=1.[CH:26]([O:28][C:29]1[CH:34]=[CH:33][CH:32]=[CH:31][CH:30]=1)=[O:27]. (3) The reactants are: Cl.C([O-])(=O)C.[Na+].C(O)(=O)C.[Cl:11][C:12]1[CH:13]=[C:14]([CH:40]=[CH:41][C:42]=1[O:43][CH:44]([CH3:46])[CH3:45])[C:15]([NH:17][C@H:18]([CH2:37][CH2:38][OH:39])[CH2:19][C:20]1[CH:25]=[CH:24][C:23]([C:26]2[N:27]=[C:28]([C:32](=[N:34][O:35]C)[CH3:33])[N:29]([CH3:31])[CH:30]=2)=[CH:22][CH:21]=1)=[O:16].C([O-])(O)=O.[Na+]. Given the product [Cl:11][C:12]1[CH:13]=[C:14]([CH:40]=[CH:41][C:42]=1[O:43][CH:44]([CH3:46])[CH3:45])[C:15]([NH:17][C@H:18]([CH2:37][CH2:38][OH:39])[CH2:19][C:20]1[CH:21]=[CH:22][C:23]([C:26]2[N:27]=[C:28]([C:32](=[N:34][OH:35])[CH3:33])[N:29]([CH3:31])[CH:30]=2)=[CH:24][CH:25]=1)=[O:16], predict the reactants needed to synthesize it. (4) Given the product [F:21][C:19]1[CH:18]=[CH:17][C:16]([N+:22]([O-:24])=[O:23])=[C:15]([NH:13][CH:11]([C:5]2[CH:6]=[C:7]([O:9][CH3:10])[CH:8]=[C:3]([O:2][CH3:1])[CH:4]=2)[CH3:12])[CH:20]=1, predict the reactants needed to synthesize it. The reactants are: [CH3:1][O:2][C:3]1[CH:4]=[C:5]([CH:11]([NH2:13])[CH3:12])[CH:6]=[C:7]([O:9][CH3:10])[CH:8]=1.F[C:15]1[CH:20]=[C:19]([F:21])[CH:18]=[CH:17][C:16]=1[N+:22]([O-:24])=[O:23].C(N(CC)C(C)C)(C)C. (5) The reactants are: [CH2:1]([O:5][C:6]1[CH:11]=[CH:10][N:9]=[C:8]([C:12](OC)=[O:13])[CH:7]=1)[CH2:2][CH2:3][CH3:4].[BH4-].[Na+]. Given the product [CH2:1]([O:5][C:6]1[CH:11]=[CH:10][N:9]=[C:8]([CH2:12][OH:13])[CH:7]=1)[CH2:2][CH2:3][CH3:4], predict the reactants needed to synthesize it.